From a dataset of Full USPTO retrosynthesis dataset with 1.9M reactions from patents (1976-2016). Predict the reactants needed to synthesize the given product. (1) Given the product [Cl:22][C:23]1[C:53]([CH3:54])=[CH:52][C:26]([O:27][CH2:28][CH2:29][CH2:30][C:31]2[C:39]3[C:34](=[C:35]([C:40]4[C:41]([CH2:47][OH:48])=[N:42][N:43]([CH3:46])[C:44]=4[CH3:45])[CH:36]=[CH:37][CH:38]=3)[NH:33][C:32]=2[C:49]([NH:8][S:5]([CH2:4][CH2:3][NH:2][C:15]([CH:9]2[CH2:14][CH2:13][CH2:12][CH2:11][CH2:10]2)=[O:16])(=[O:7])=[O:6])=[O:50])=[CH:25][C:24]=1[CH3:55], predict the reactants needed to synthesize it. The reactants are: Cl.[NH2:2][CH2:3][CH2:4][S:5]([NH2:8])(=[O:7])=[O:6].[CH:9]1([C:15](Cl)=[O:16])[CH2:14][CH2:13][CH2:12][CH2:11][CH2:10]1.C(Cl)CCl.[Cl:22][C:23]1[C:53]([CH3:54])=[CH:52][C:26]([O:27][CH2:28][CH2:29][CH2:30][C:31]2[C:39]3[C:34](=[C:35]([C:40]4[C:41]([CH2:47][OH:48])=[N:42][N:43]([CH3:46])[C:44]=4[CH3:45])[CH:36]=[CH:37][CH:38]=3)[NH:33][C:32]=2[C:49](O)=[O:50])=[CH:25][C:24]=1[CH3:55]. (2) Given the product [CH3:11][O:12][C:13]([C:15]1([CH2:29][CH2:30][O:31][Si:32]([C:35]([CH3:38])([CH3:37])[CH3:36])([CH3:34])[CH3:33])[CH2:16][CH2:17][N:18]([C:21]([O:23][C:24]([CH3:27])([CH3:26])[CH3:25])=[O:22])[CH2:19][CH2:20]1)=[O:14], predict the reactants needed to synthesize it. The reactants are: C[Si]([N-][Si](C)(C)C)(C)C.[K+].[CH3:11][O:12][C:13]([CH:15]1[CH2:20][CH2:19][N:18]([C:21]([O:23][C:24]([CH3:27])([CH3:26])[CH3:25])=[O:22])[CH2:17][CH2:16]1)=[O:14].Br[CH2:29][CH2:30][O:31][Si:32]([C:35]([CH3:38])([CH3:37])[CH3:36])([CH3:34])[CH3:33].C(=O)(O)[O-].[Na+]. (3) Given the product [CH3:48][C:30]1[CH:31]=[C:32]([CH:35]2[CH2:36][CH2:37][NH:38][CH2:39][CH2:40]2)[CH:33]=[CH:34][C:29]=1[NH:28][C:5]1[N:10]=[C:9]([CH2:11][CH2:12][C:13]2[CH:18]=[CH:17][CH:16]=[CH:15][C:14]=2[CH2:19][C:20]([O:22][CH3:23])=[O:21])[C:8]([C:24]([F:27])([F:26])[F:25])=[CH:7][N:6]=1, predict the reactants needed to synthesize it. The reactants are: CS([C:5]1[N:10]=[C:9]([CH2:11][CH2:12][C:13]2[CH:18]=[CH:17][CH:16]=[CH:15][C:14]=2[CH2:19][C:20]([O:22][CH3:23])=[O:21])[C:8]([C:24]([F:27])([F:26])[F:25])=[CH:7][N:6]=1)(=O)=O.[NH2:28][C:29]1[CH:34]=[CH:33][C:32]([CH:35]2[CH2:40][CH2:39][N:38](C(OC(C)(C)C)=O)[CH2:37][CH2:36]2)=[CH:31][C:30]=1[CH3:48].C(O)(C(F)(F)F)=O. (4) Given the product [CH2:36]([O:35][C:33]([N:28]1[CH2:29][CH2:30][CH2:31][CH:26]([NH:25][C:11]2[N:10]=[C:9]([NH2:8])[C:14]([C:15](=[O:16])[C:17]3[CH:22]=[CH:21][CH:20]=[CH:19][C:18]=3[O:23][CH3:24])=[CH:13][N:12]=2)[CH2:27]1)=[O:34])[CH3:37], predict the reactants needed to synthesize it. The reactants are: FC(F)(F)C(O)=O.[NH2:8][C:9]1[C:14]([C:15]([C:17]2[CH:22]=[CH:21][CH:20]=[CH:19][C:18]=2[O:23][CH3:24])=[O:16])=[CH:13][N:12]=[C:11]([NH:25][CH:26]2[CH2:31][CH2:30][CH2:29][NH:28][CH2:27]2)[N:10]=1.Cl[C:33]([O:35][CH2:36][CH3:37])=[O:34]. (5) Given the product [CH3:1][O:2][C:3](=[O:38])[CH2:4][N:5]1[CH2:10][CH2:9][N:8]([CH:11]([C:29]2[CH:34]=[CH:33][CH:32]=[CH:31][C:30]=2[NH2:35])[CH2:12][O:13][CH2:14][C:15]2[CH:20]=[C:19]([C:21]([F:23])([F:22])[F:24])[CH:18]=[C:17]([C:25]([F:26])([F:27])[F:28])[CH:16]=2)[CH2:7][CH2:6]1, predict the reactants needed to synthesize it. The reactants are: [CH3:1][O:2][C:3](=[O:38])[CH2:4][N:5]1[CH2:10][CH2:9][N:8]([CH:11]([C:29]2[CH:34]=[CH:33][CH:32]=[CH:31][C:30]=2[N+:35]([O-])=O)[CH2:12][O:13][CH2:14][C:15]2[CH:20]=[C:19]([C:21]([F:24])([F:23])[F:22])[CH:18]=[C:17]([C:25]([F:28])([F:27])[F:26])[CH:16]=2)[CH2:7][CH2:6]1.Cl[Sn]Cl. (6) Given the product [Cl:8][C:7]1[C:2]([C:11]2[CH:16]=[CH:15][C:14]([CH3:17])=[CH:13][CH:12]=2)=[N:3][CH:4]=[CH:5][CH:6]=1, predict the reactants needed to synthesize it. The reactants are: Cl[C:2]1[C:7]([Cl:8])=[CH:6][CH:5]=[CH:4][N:3]=1.C[Sn](C)(C)[C:11]1[CH:16]=[CH:15][C:14]([CH3:17])=[CH:13][CH:12]=1.